This data is from Peptide-MHC class II binding affinity with 134,281 pairs from IEDB. The task is: Regression. Given a peptide amino acid sequence and an MHC pseudo amino acid sequence, predict their binding affinity value. This is MHC class II binding data. (1) The MHC is DRB3_0301 with pseudo-sequence DRB3_0301. The binding affinity (normalized) is 0.444. The peptide sequence is QSALSEFIKFAEGRR. (2) The peptide sequence is CDGSILGAAVNGKKS. The MHC is DRB1_0701 with pseudo-sequence DRB1_0701. The binding affinity (normalized) is 0.299. (3) The peptide sequence is FVNTLVASSGSYAAT. The MHC is HLA-DQA10101-DQB10501 with pseudo-sequence HLA-DQA10101-DQB10501. The binding affinity (normalized) is 0.179.